Dataset: Forward reaction prediction with 1.9M reactions from USPTO patents (1976-2016). Task: Predict the product of the given reaction. (1) Given the reactants Cl.[CH2:2]([O:9][C:10]1[CH:19]=[CH:18][CH:17]=[C:16]2[C:11]=1[CH2:12][CH2:13][CH2:14][CH:15]2[C:20]([N:22]([C:29]1[CH:30]=[N:31][C:32]([CH:35]([CH3:37])[CH3:36])=[CH:33][CH:34]=1)[CH2:23][C:24]1[CH:25]=[N:26][NH:27][CH:28]=1)=[O:21])[C:3]1[CH:8]=[CH:7][CH:6]=[CH:5][CH:4]=1.[Cl:38][C:39]1[CH:46]=[CH:45][C:42]([CH2:43]Cl)=[CH:41][CH:40]=1, predict the reaction product. The product is: [CH2:2]([O:9][C:10]1[CH:19]=[CH:18][CH:17]=[C:16]2[C:11]=1[CH2:12][CH2:13][CH2:14][CH:15]2[C:20]([N:22]([CH2:23][C:24]1[CH:25]=[N:26][N:27]([CH2:43][C:42]2[CH:45]=[CH:46][C:39]([Cl:38])=[CH:40][CH:41]=2)[CH:28]=1)[C:29]1[CH:30]=[N:31][C:32]([CH:35]([CH3:37])[CH3:36])=[CH:33][CH:34]=1)=[O:21])[C:3]1[CH:8]=[CH:7][CH:6]=[CH:5][CH:4]=1. (2) Given the reactants [CH2:1]([O:8][C:9]([C@:11]12[CH2:37][CH2:36][C@@H](C(O)=O)[C@@H]1[C@@H:13]1[C@@:26]([CH3:29])([CH2:27][CH2:28]2)[C@@:25]2([CH3:30])[C@@H:16]([C@:17]3([CH3:34])[C@@H:22]([CH2:23][CH2:24]2)[C:21]([CH3:32])([CH3:31])[C@@H:20]([OH:33])[CH2:19][CH2:18]3)[CH2:15][CH2:14]1)=[O:10])[C:2]1[CH:7]=[CH:6][CH:5]=[CH:4][CH:3]=1.P([N:57]=[N+:58]=[N-:59])(=O)(OC1C=CC=CC=1)OC1C=CC=CC=1.C([N:62]([CH2:65]C)[CH2:63][CH3:64])C.[O:67]1CCOCC1, predict the reaction product. The product is: [N:57]([C:65]([NH:62][C@H:63]1[C@@H:64]2[C@@H:13]3[C@@:26]([CH3:29])([CH2:27][CH2:28][C@@:11]2([C:9]([O:8][CH2:1][C:2]2[CH:7]=[CH:6][CH:5]=[CH:4][CH:3]=2)=[O:10])[CH2:37][CH2:36]1)[C@@:25]1([CH3:30])[C@@H:16]([C@:17]2([CH3:34])[C@@H:22]([CH2:23][CH2:24]1)[C:21]([CH3:32])([CH3:31])[C@@H:20]([OH:33])[CH2:19][CH2:18]2)[CH2:15][CH2:14]3)=[O:67])=[N+:58]=[N-:59]. (3) Given the reactants [CH2:1]([C:3]1[CH:4]=[C:5]([OH:9])[CH:6]=[CH:7][CH:8]=1)[CH3:2].[Br:10][CH2:11][CH2:12][CH2:13]Br.C(=O)([O-])[O-].[K+].[K+], predict the reaction product. The product is: [Br:10][CH2:11][CH2:12][CH2:13][O:9][C:5]1[CH:6]=[CH:7][CH:8]=[C:3]([CH2:1][CH3:2])[CH:4]=1. (4) Given the reactants [N:1]1([C:6]2[CH:7]=[C:8]3[C:13](=[CH:14][C:15]=2[C:16]([F:19])([F:18])[F:17])[NH:12][C:11](=[O:20])[N:10]([NH:21][S:22]([CH3:25])(=[O:24])=[O:23])[C:9]3=[O:26])[CH:5]=[CH:4][N:3]=[CH:2]1.[CH:27]1([C:32](Cl)=[O:33])[CH2:31][CH2:30][CH2:29][CH2:28]1, predict the reaction product. The product is: [CH:27]1([C:32]([N:21]([N:10]2[C:9](=[O:26])[C:8]3[C:13](=[CH:14][C:15]([C:16]([F:18])([F:19])[F:17])=[C:6]([N:1]4[CH:5]=[CH:4][N:3]=[CH:2]4)[CH:7]=3)[NH:12][C:11]2=[O:20])[S:22]([CH3:25])(=[O:23])=[O:24])=[O:33])[CH2:31][CH2:30][CH2:29][CH2:28]1. (5) Given the reactants [C:1]([C:3]1[CH:12]=[C:11]2[C:6]([CH:7]=[CH:8][C:9](=[O:17])[N:10]2[CH2:13][C:14]([OH:16])=O)=[CH:5][CH:4]=1)#[N:2].[Br:18][C:19]1[C:20]([C:25]2[NH:29][N:28]=[CH:27][N:26]=2)=[C:21]([NH2:24])[S:22][CH:23]=1, predict the reaction product. The product is: [Br:18][C:19]1[C:20]([C:25]2[NH:29][N:28]=[CH:27][N:26]=2)=[C:21]([NH:24][C:14](=[O:16])[CH2:13][N:10]2[C:11]3[C:6](=[CH:5][CH:4]=[C:3]([C:1]#[N:2])[CH:12]=3)[CH:7]=[CH:8][C:9]2=[O:17])[S:22][CH:23]=1. (6) Given the reactants Cl[C:2]1[S:6][N:5]=[C:4]([N:7]2[CH2:12][CH2:11][CH:10]([NH:13][C:14](=[O:20])[O:15][C:16]([CH3:19])([CH3:18])[CH3:17])[CH2:9][CH2:8]2)[N:3]=1.FC(F)(F)C(O)=O.[O:28]1[C:32]2[CH:33]=[CH:34][CH:35]=[CH:36][C:31]=2[C:30]([NH:37][C:38]([N:40]2[CH2:45][CH2:44][NH:43][CH2:42][CH2:41]2)=[O:39])=[N:29]1.C(N(CC)CC)C.O, predict the reaction product. The product is: [O:28]1[C:32]2[CH:33]=[CH:34][CH:35]=[CH:36][C:31]=2[C:30]([NH:37][C:38]([N:40]2[CH2:45][CH2:44][N:43]([C:2]3[S:6][N:5]=[C:4]([N:7]4[CH2:12][CH2:11][CH:10]([NH:13][C:14](=[O:20])[O:15][C:16]([CH3:19])([CH3:18])[CH3:17])[CH2:9][CH2:8]4)[N:3]=3)[CH2:42][CH2:41]2)=[O:39])=[N:29]1.